The task is: Predict the product of the given reaction.. This data is from Forward reaction prediction with 1.9M reactions from USPTO patents (1976-2016). (1) Given the reactants [F:1][C:2]1[CH:9]=[CH:8][CH:7]=[CH:6][C:3]=1[CH2:4]N.C(=O)([O-])[O-].[K+].[K+].Br[CH2:17][C:18]1[CH:25]=[CH:24][C:21]([C:22]#[N:23])=[CH:20][C:19]=1[F:26].C(#[N:29])C, predict the reaction product. The product is: [F:26][C:19]1[CH:20]=[C:21]([CH2:22][NH:23][CH2:4][C:3]2[CH:6]=[CH:7][CH:8]=[CH:9][C:2]=2[F:1])[CH:24]=[CH:25][C:18]=1[C:17]#[N:29]. (2) Given the reactants [CH2:1]([C:3]1[CH:24]=[C:23]([CH2:25][CH3:26])[C:22]([C:27]2[NH:31][C:30]([CH2:32][CH2:33][O:34][CH3:35])=[N:29][N:28]=2)=[CH:21][C:4]=1[C:5]([N:7]1[CH2:12][CH2:11][CH:10]([C:13]2[CH:20]=[CH:19][C:16]([C:17]#[N:18])=[CH:15][CH:14]=2)[CH2:9][CH2:8]1)=[O:6])[CH3:2].O1CCC(C(NN)=O)[CH2:37]1.COCCC(NN)=O, predict the reaction product. The product is: [CH2:1]([C:3]1[CH:24]=[C:23]([CH2:25][CH3:26])[C:22]([C:27]2[NH:31][C:30]([CH:32]3[CH2:37][CH2:35][O:34][CH2:33]3)=[N:29][N:28]=2)=[CH:21][C:4]=1[C:5]([N:7]1[CH2:12][CH2:11][CH:10]([C:13]2[CH:14]=[CH:15][C:16]([C:17]#[N:18])=[CH:19][CH:20]=2)[CH2:9][CH2:8]1)=[O:6])[CH3:2].